Task: Regression. Given a peptide amino acid sequence and an MHC pseudo amino acid sequence, predict their binding affinity value. This is MHC class I binding data.. Dataset: Peptide-MHC class I binding affinity with 185,985 pairs from IEDB/IMGT (1) The peptide sequence is KNATWCLEV. The MHC is HLA-A02:02 with pseudo-sequence HLA-A02:02. The binding affinity (normalized) is 0.317. (2) The peptide sequence is DEWSVATFYL. The MHC is HLA-B40:01 with pseudo-sequence HLA-B40:01. The binding affinity (normalized) is 0.325. (3) The peptide sequence is MQFKLGIPK. The MHC is HLA-B58:01 with pseudo-sequence HLA-B58:01. The binding affinity (normalized) is 0.0847. (4) The peptide sequence is ALYEQVVMDY. The MHC is HLA-A31:01 with pseudo-sequence HLA-A31:01. The binding affinity (normalized) is 0.0105.